This data is from Choline transporter screen with 302,306 compounds. The task is: Binary Classification. Given a drug SMILES string, predict its activity (active/inactive) in a high-throughput screening assay against a specified biological target. The compound is Clc1cc(S(=O)(=O)Nc2nc3c(nc2NCCCOC)cccc3)ccc1. The result is 0 (inactive).